This data is from Forward reaction prediction with 1.9M reactions from USPTO patents (1976-2016). The task is: Predict the product of the given reaction. (1) Given the reactants [CH3:1][C:2]1[C:3]([C:9]#[N:10])=[N:4][C:5]([CH3:8])=[CH:6][CH:7]=1.O.C([O-])(O)=[O:13].[Na+], predict the reaction product. The product is: [OH:13][CH2:8][C:5]1[N:4]=[C:3]([C:9]#[N:10])[C:2]([CH3:1])=[CH:7][CH:6]=1. (2) Given the reactants C([O:8][C:9]1[CH:14]=[C:13](I)[CH:12]=[CH:11][C:10]=1[N:16]1[S:20](=[O:22])(=[O:21])[NH:19][C:18](=[O:23])[CH2:17]1)C1C=CC=CC=1.[C:24]([OH:30])(=[O:29])[CH2:25][CH2:26][CH:27]=[CH2:28], predict the reaction product. The product is: [OH:8][C:9]1[CH:14]=[C:13]([CH2:28][CH2:27][CH2:26][CH2:25][C:24]([OH:30])=[O:29])[CH:12]=[CH:11][C:10]=1[N:16]1[CH2:17][C:18](=[O:23])[NH:19][S:20]1(=[O:21])=[O:22].